From a dataset of Forward reaction prediction with 1.9M reactions from USPTO patents (1976-2016). Predict the product of the given reaction. (1) Given the reactants [Br:1][C:2]1[CH:7]=[CH:6][CH:5]=[C:4]([CH2:8]Br)[CH:3]=1.[CH:10]1([C:13]#[N:14])[CH2:12][CH2:11]1, predict the reaction product. The product is: [Br:1][C:2]1[CH:3]=[C:4]([CH:5]=[CH:6][CH:7]=1)[CH2:8][C:10]1([C:13]#[N:14])[CH2:12][CH2:11]1. (2) Given the reactants [N+:1]([C:4]1[CH:5]=[C:6]2[C:11](=[CH:12][CH:13]=1)[N:10]=[C:9]([N:14]1[CH2:19][CH2:18][NH:17][CH2:16][CH2:15]1)[CH:8]=[CH:7]2)([O-:3])=[O:2].Cl[CH2:21][CH2:22][C:23]1[CH:24]=[CH:25][C:26]2[O:31][CH2:30][C:29](=[O:32])[NH:28][C:27]=2[CH:33]=1, predict the reaction product. The product is: [N+:1]([C:4]1[CH:5]=[C:6]2[C:11](=[CH:12][CH:13]=1)[N:10]=[C:9]([N:14]1[CH2:15][CH2:16][N:17]([CH2:21][CH2:22][C:23]3[CH:24]=[CH:25][C:26]4[O:31][CH2:30][C:29](=[O:32])[NH:28][C:27]=4[CH:33]=3)[CH2:18][CH2:19]1)[CH:8]=[CH:7]2)([O-:3])=[O:2]. (3) Given the reactants O[CH2:2][C:3]([C:5]1[CH:10]=[CH:9][CH:8]=[CH:7][CH:6]=1)=[O:4].[CH3:11][C:12]1ON=C(C=O)[CH:13]=1.O(C)[Na].[CH2:22]1[CH2:26]O[CH2:24][CH2:23]1, predict the reaction product. The product is: [C:22]1([CH:26]=[CH:2][C:3]([C:5]2[CH:10]=[CH:9][CH:8]=[CH:7][CH:6]=2)=[O:4])[CH:13]=[CH:12][CH:11]=[CH:24][CH:23]=1.